This data is from Full USPTO retrosynthesis dataset with 1.9M reactions from patents (1976-2016). The task is: Predict the reactants needed to synthesize the given product. The reactants are: Cl.[NH2:2][CH:3]([CH2:9][C:10]1[CH:15]=[CH:14][CH:13]=[CH:12][CH:11]=1)[C@H:4]([OH:8])[C:5]([OH:7])=[O:6].C(=O)(O)[O-].[Na+].[C:21](O[C:21]([O:23][C:24]([CH3:27])([CH3:26])[CH3:25])=[O:22])([O:23][C:24]([CH3:27])([CH3:26])[CH3:25])=[O:22]. Given the product [C:24]([O:23][C:21]([NH:2][CH:3]([CH2:9][C:10]1[CH:15]=[CH:14][CH:13]=[CH:12][CH:11]=1)[C@H:4]([OH:8])[C:5]([OH:7])=[O:6])=[O:22])([CH3:27])([CH3:26])[CH3:25], predict the reactants needed to synthesize it.